Dataset: Full USPTO retrosynthesis dataset with 1.9M reactions from patents (1976-2016). Task: Predict the reactants needed to synthesize the given product. Given the product [I:14][C:11]1[CH:12]=[CH:13][C:8]2[N:7]=[C:18]([C:20]3[CH:21]=[C:22]([CH:23]=[CH:24][CH:25]=3)[C:26]#[N:27])[CH2:17][C:16](=[O:28])[NH:15][C:9]=2[CH:10]=1, predict the reactants needed to synthesize it. The reactants are: C(OC(=O)[NH:7][C:8]1[CH:13]=[CH:12][C:11]([I:14])=[CH:10][C:9]=1[NH:15][C:16](=[O:28])[CH2:17][C:18]([C:20]1[CH:25]=[CH:24][CH:23]=[C:22]([C:26]#[N:27])[CH:21]=1)=O)(C)(C)C.C(O)(C(F)(F)F)=O.